From a dataset of Catalyst prediction with 721,799 reactions and 888 catalyst types from USPTO. Predict which catalyst facilitates the given reaction. (1) Reactant: [H-].C([Al+]CC(C)C)C(C)C.[C:11]([O:15][C:16]([NH:18][C@@H:19]1[CH2:25][CH2:24][C@@H:23]([C:26]2[CH:31]=[CH:30][CH:29]=[C:28]([F:32])[C:27]=2[F:33])[CH2:22][N:21]2[C:34]([CH2:37][C:38](OC(C)C)=[O:39])=[CH:35][N:36]=[C:20]12)=[O:17])([CH3:14])([CH3:13])[CH3:12].C(C(C(C([O-])=O)O)O)([O-])=O.[Na+].[K+]. Product: [F:33][C:27]1[C:28]([F:32])=[CH:29][CH:30]=[CH:31][C:26]=1[C@H:23]1[CH2:22][N:21]2[C:34]([CH2:37][CH:38]=[O:39])=[CH:35][N:36]=[C:20]2[C@H:19]([NH:18][C:16](=[O:17])[O:15][C:11]([CH3:13])([CH3:12])[CH3:14])[CH2:25][CH2:24]1. The catalyst class is: 4. (2) Reactant: [N:1]([CH2:4][C:5]1[CH:10]=[CH:9][CH:8]=[C:7]([O:11][CH2:12][C:13]([F:16])([F:15])[F:14])[N:6]=1)=[N+]=[N-]. Product: [F:16][C:13]([F:14])([F:15])[CH2:12][O:11][C:7]1[N:6]=[C:5]([CH2:4][NH2:1])[CH:10]=[CH:9][CH:8]=1. The catalyst class is: 19. (3) Reactant: [CH2:1]([O:3][C:4](=[O:24])[C:5]1[CH:10]=[C:9]([NH2:11])[C:8]([NH:12][CH3:13])=[CH:7][C:6]=1[N:14]1[CH2:19][CH2:18][CH:17]([C:20]([F:23])([F:22])[F:21])[CH2:16][CH2:15]1)[CH3:2].[C:25]([O:29][C:30](=[O:44])[NH:31][CH2:32][C:33]1[CH:38]=[CH:37][C:36]([Cl:39])=[C:35]([N:40]=[C:41]=S)[C:34]=1[Cl:43])([CH3:28])([CH3:27])[CH3:26].CC(C)N=C=NC(C)C. Product: [CH2:1]([O:3][C:4]([C:5]1[C:6]([N:14]2[CH2:19][CH2:18][CH:17]([C:20]([F:22])([F:21])[F:23])[CH2:16][CH2:15]2)=[CH:7][C:8]2[N:12]([CH3:13])[C:41]([NH:40][C:35]3[C:36]([Cl:39])=[CH:37][CH:38]=[C:33]([CH2:32][NH:31][C:30]([O:29][C:25]([CH3:28])([CH3:27])[CH3:26])=[O:44])[C:34]=3[Cl:43])=[N:11][C:9]=2[CH:10]=1)=[O:24])[CH3:2]. The catalyst class is: 3. (4) Reactant: [F:1][C:2]([F:26])([F:25])[C@H:3]1[CH2:8][CH2:7][C@H:6]([NH:9][C:10](=[O:24])[C:11]2[CH:16]=[C:15]([N+:17]([O-:19])=[O:18])[C:14]([NH:20][CH3:21])=[C:13]([F:22])[C:12]=2F)[CH2:5][CH2:4]1.[F:27][C@@H:28]1[CH2:32][CH2:31][NH:30][CH2:29]1.Cl.CCN(C(C)C)C(C)C. Product: [F:1][C:2]([F:25])([F:26])[C@H:3]1[CH2:4][CH2:5][C@H:6]([NH:9][C:10](=[O:24])[C:11]2[CH:16]=[C:15]([N+:17]([O-:19])=[O:18])[C:14]([NH:20][CH3:21])=[C:13]([F:22])[C:12]=2[N:30]2[CH2:31][CH2:32][C@@H:28]([F:27])[CH2:29]2)[CH2:7][CH2:8]1. The catalyst class is: 23. (5) Reactant: [CH2:1]([O:3][C:4]1[CH:9]=[C:8]([C:10]([O:12][CH2:13][CH3:14])=[O:11])[CH:7]=[C:6](OS(C(F)(F)F)(=O)=O)[C:5]=1[C:23]1[CH:28]=[CH:27][C:26]([F:29])=[CH:25][CH:24]=1)[CH3:2].[CH:30]([B-](F)(F)F)=[CH2:31].[K+].C(N(CC)CC)C.C(O)C. Product: [CH2:1]([O:3][C:4]1[CH:9]=[C:8]([C:10]([O:12][CH2:13][CH3:14])=[O:11])[CH:7]=[C:6]([CH:30]=[CH2:31])[C:5]=1[C:23]1[CH:28]=[CH:27][C:26]([F:29])=[CH:25][CH:24]=1)[CH3:2]. The catalyst class is: 84.